From a dataset of Peptide-MHC class I binding affinity with 185,985 pairs from IEDB/IMGT. Regression. Given a peptide amino acid sequence and an MHC pseudo amino acid sequence, predict their binding affinity value. This is MHC class I binding data. (1) The peptide sequence is YYSNKVFPI. The MHC is HLA-C04:01 with pseudo-sequence HLA-C04:01. The binding affinity (normalized) is 0.0847. (2) The peptide sequence is IAARGYISTR. The MHC is HLA-A68:01 with pseudo-sequence HLA-A68:01. The binding affinity (normalized) is 0.770. (3) The peptide sequence is RATSHVPEF. The MHC is HLA-B57:01 with pseudo-sequence HLA-B57:01. The binding affinity (normalized) is 0.0847. (4) The peptide sequence is TQDLFLPFY. The MHC is HLA-B08:01 with pseudo-sequence HLA-B08:01. The binding affinity (normalized) is 0.0847. (5) The peptide sequence is ALEEGRKYV. The MHC is HLA-A69:01 with pseudo-sequence HLA-A69:01. The binding affinity (normalized) is 0.201. (6) The peptide sequence is MKWMMAMKY. The MHC is HLA-B15:09 with pseudo-sequence HLA-B15:09. The binding affinity (normalized) is 0.0847. (7) The peptide sequence is SVNCFTSLVWAPL. The MHC is HLA-A29:02 with pseudo-sequence HLA-A29:02. The binding affinity (normalized) is 0.174. (8) The peptide sequence is ETKKTMLAL. The MHC is HLA-B44:02 with pseudo-sequence HLA-B44:02. The binding affinity (normalized) is 0.0847. (9) The peptide sequence is IVSSLHLSI. The MHC is HLA-B07:02 with pseudo-sequence HLA-B07:02. The binding affinity (normalized) is 0.486. (10) The peptide sequence is KPKLARGEL. The MHC is HLA-A69:01 with pseudo-sequence HLA-A69:01. The binding affinity (normalized) is 0.0847.